This data is from Catalyst prediction with 721,799 reactions and 888 catalyst types from USPTO. The task is: Predict which catalyst facilitates the given reaction. (1) Reactant: [NH2:1][C@H:2]([C:12]1[C:17]([C:18]2[CH:19]=[CH:20][CH:21]=[C:22]3[C:26]=2[N:25]([CH3:27])[N:24]=[C:23]3[NH:28][S:29]([N:32]2[CH2:37][CH2:36][N:35]([CH3:38])[CH2:34][CH2:33]2)(=[O:31])=[O:30])=[CH:16][CH:15]=[C:14]([C:39]#[C:40][C:41]([OH:44])([CH3:43])[CH3:42])[N:13]=1)[CH2:3][C:4]1[CH:9]=[C:8]([F:10])[CH:7]=[C:6]([F:11])[CH:5]=1.CCN(C(C)C)C(C)C.[F:54][C:55]1([F:79])[C:59]2[N:60]([CH2:67][C:68](ON3C(=O)CCC3=O)=[O:69])[N:61]=[C:62]([C:63]([F:66])([F:65])[F:64])[C:58]=2[C@H:57]2[CH2:78][C@@H:56]12. Product: [F:79][C:55]1([F:54])[C:59]2[N:60]([CH2:67][C:68]([NH:1][C@H:2]([C:12]3[C:17]([C:18]4[CH:19]=[CH:20][CH:21]=[C:22]5[C:26]=4[N:25]([CH3:27])[N:24]=[C:23]5[NH:28][S:29]([N:32]4[CH2:37][CH2:36][N:35]([CH3:38])[CH2:34][CH2:33]4)(=[O:31])=[O:30])=[CH:16][CH:15]=[C:14]([C:39]#[C:40][C:41]([OH:44])([CH3:42])[CH3:43])[N:13]=3)[CH2:3][C:4]3[CH:5]=[C:6]([F:11])[CH:7]=[C:8]([F:10])[CH:9]=3)=[O:69])[N:61]=[C:62]([C:63]([F:66])([F:65])[F:64])[C:58]=2[C@H:57]2[CH2:78][C@@H:56]12. The catalyst class is: 10. (2) Reactant: [CH3:1][O:2][C:3]1[C:11]2[O:10][CH:9]=[C:8]([CH2:12][CH2:13]O)[C:7]=2[CH:6]=[CH:5][CH:4]=1.C1(P(C2C=CC=CC=2)C2C=CC=CC=2)C=CC=CC=1.[I:34]I.N1C=CN=C1. Product: [CH3:1][O:2][C:3]1[C:11]2[O:10][CH:9]=[C:8]([CH2:12][CH2:13][I:34])[C:7]=2[CH:6]=[CH:5][CH:4]=1. The catalyst class is: 1. (3) Reactant: [CH2:1]([O:8][C:9]1[CH:14]=[CH:13][C:12]([CH3:15])=[CH:11][C:10]=1[O:16][CH3:17])[C:2]1[CH:7]=[CH:6][CH:5]=[CH:4][CH:3]=1.C1C(=O)N([Br:25])C(=O)C1. Product: [CH2:1]([O:8][C:9]1[CH:14]=[C:13]([Br:25])[C:12]([CH3:15])=[CH:11][C:10]=1[O:16][CH3:17])[C:2]1[CH:3]=[CH:4][CH:5]=[CH:6][CH:7]=1. The catalyst class is: 3. (4) Reactant: [CH:1]1([NH:4][C:5]([C:7]2[C:16](=[O:17])[C:15]3[C:10](=[N:11][CH:12]=[CH:13][CH:14]=3)[N:9]([C:18]3[CH:23]=[CH:22][CH:21]=[C:20]([C:24]4[CH:25]=[N:26][C:27]([S:30]([CH3:33])(=[O:32])=[O:31])=[CH:28][CH:29]=4)[CH:19]=3)[CH:8]=2)=[O:6])[CH2:3][CH2:2]1.NC(N)=[O:36].OO.FC(F)(F)C(O)=O. Product: [CH:1]1([NH:4][C:5]([C:7]2[C:16](=[O:17])[C:15]3[C:10](=[N:11][CH:12]=[CH:13][CH:14]=3)[N:9]([C:18]3[CH:23]=[CH:22][CH:21]=[C:20]([C:24]4[CH:25]=[N+:26]([O-:36])[C:27]([S:30]([CH3:33])(=[O:31])=[O:32])=[CH:28][CH:29]=4)[CH:19]=3)[CH:8]=2)=[O:6])[CH2:2][CH2:3]1. The catalyst class is: 2. (5) Reactant: [N:1]1([C:7]2[C:8]3[CH:25]=[C:24]([N+:26]([O-])=O)[CH:23]=[N:22][C:9]=3[N:10]=[C:11]([O:13][CH2:14][CH2:15][N:16]3[CH2:21][CH2:20][O:19][CH2:18][CH2:17]3)[N:12]=2)[CH2:6][CH2:5][O:4][CH2:3][CH2:2]1. Product: [N:1]1([C:7]2[C:8]3[CH:25]=[C:24]([NH2:26])[CH:23]=[N:22][C:9]=3[N:10]=[C:11]([O:13][CH2:14][CH2:15][N:16]3[CH2:21][CH2:20][O:19][CH2:18][CH2:17]3)[N:12]=2)[CH2:2][CH2:3][O:4][CH2:5][CH2:6]1. The catalyst class is: 19. (6) Reactant: [Cl:1][C:2]1[CH:11]=[CH:10][C:9]2[NH:8][C:7](=[O:12])[C:6]3=[C:13]([CH3:22])[N:14]([CH:16]4[CH2:21][CH2:20][CH2:19][CH2:18][O:17]4)[N:15]=[C:5]3[C:4]=2[CH:3]=1.C([O-])([O-])=O.[Cs+].[Cs+].[CH2:29]([CH:31]1[O:33][CH2:32]1)Cl. Product: [Cl:1][C:2]1[CH:11]=[CH:10][C:9]2[N:8]([CH2:29][CH:31]3[CH2:32][O:33]3)[C:7](=[O:12])[C:6]3=[C:13]([CH3:22])[N:14]([CH:16]4[CH2:21][CH2:20][CH2:19][CH2:18][O:17]4)[N:15]=[C:5]3[C:4]=2[CH:3]=1. The catalyst class is: 3. (7) Reactant: [CH3:1][O:2][C:3]([NH:5][C@H:6]([C:8]([OH:10])=O)[CH3:7])=[O:4].CN(C(ON1N=NC2C=CC=NC1=2)=[N+](C)C)C.F[P-](F)(F)(F)(F)F.[CH2:35]1[C:39]2([O:44][CH2:43][CH2:42][CH2:41][O:40]2)[CH2:38][C@@H:37]([C:45]2[NH:46][CH:47]=[C:48]([C:50]3[CH:55]=[CH:54][C:53]([C:56]4[CH:61]=[CH:60][C:59]([C:62]5[N:63]=[C:64]([C@@H:67]6[CH2:71][CH2:70][CH2:69][N:68]6[C:72]([C@@H:74]([NH:78][C:79](=[O:82])[O:80][CH3:81])[CH:75]([CH3:77])[CH3:76])=[O:73])[NH:65][CH:66]=5)=[CH:58][CH:57]=4)=[CH:52][CH:51]=3)[N:49]=2)[NH:36]1. Product: [CH3:7][C@H:6]([NH:5][C:3](=[O:4])[O:2][CH3:1])[C:8]([N:36]1[C@H:37]([C:45]2[NH:46][CH:47]=[C:48]([C:50]3[CH:51]=[CH:52][C:53]([C:56]4[CH:61]=[CH:60][C:59]([C:62]5[N:63]=[C:64]([C@@H:67]6[CH2:71][CH2:70][CH2:69][N:68]6[C:72](=[O:73])[C@@H:74]([NH:78][C:79]([O:80][CH3:81])=[O:82])[CH:75]([CH3:77])[CH3:76])[NH:65][CH:66]=5)=[CH:58][CH:57]=4)=[CH:54][CH:55]=3)[N:49]=2)[CH2:38][C:39]2([O:44][CH2:43][CH2:42][CH2:41][O:40]2)[CH2:35]1)=[O:10]. The catalyst class is: 3.